This data is from Reaction yield outcomes from USPTO patents with 853,638 reactions. The task is: Predict the reaction yield, written as a fraction of the theoretical maximum amount of product (1.0 means a 100% yield; for example, 0.34 means a 34% yield). (1) The reactants are [NH2:1][C:2]1[CH:6]=[CH:5][S:4][C:3]=1[C:7]([O:9][CH3:10])=[O:8].N1C=CC=CC=1.[C:17]([C:21]1[CH:29]=[CH:28][C:24]([C:25](Cl)=[O:26])=[CH:23][CH:22]=1)([CH3:20])([CH3:19])[CH3:18]. The catalyst is C(Cl)Cl. The product is [C:17]([C:21]1[CH:22]=[CH:23][C:24]([C:25]([NH:1][C:2]2[CH:6]=[CH:5][S:4][C:3]=2[C:7]([O:9][CH3:10])=[O:8])=[O:26])=[CH:28][CH:29]=1)([CH3:20])([CH3:18])[CH3:19]. The yield is 0.850. (2) The reactants are [H-].[Al+3].[Li+].[H-].[H-].[H-].[Cl:7][C:8]1[CH:13]=[CH:12][C:11]([CH2:14][CH2:15][CH2:16][C:17]([NH2:19])=O)=[CH:10][CH:9]=1. The catalyst is C(OCC)C.O1CCCC1. The product is [Cl:7][C:8]1[CH:9]=[CH:10][C:11]([CH2:14][CH2:15][CH2:16][CH2:17][NH2:19])=[CH:12][CH:13]=1. The yield is 0.610. (3) The reactants are S(=O)(=O)(O)O.[C:6]([O:9][C:10]1[CH:11]=[C:12]([CH:17]=[CH:18][C:19]=1[O:20][CH3:21])[C:13]([O:15][CH3:16])=[O:14])(=[O:8])[CH3:7].[N+:22]([O-])([OH:24])=[O:23]. No catalyst specified. The product is [C:6]([O:9][C:10]1[CH:11]=[C:12]([CH:17]=[C:18]([N+:22]([O-:24])=[O:23])[C:19]=1[O:20][CH3:21])[C:13]([O:15][CH3:16])=[O:14])(=[O:8])[CH3:7]. The yield is 0.880. (4) The reactants are [CH3:1][CH2:2][C:3]1[CH:4]=[CH:5][C:6]([C:9]([CH:11]([CH2:13][N:14]2[CH2:19][CH2:18][CH2:17][CH2:16][CH2:15]2)[CH3:12])=[O:10])=[CH:7][CH:8]=1.[C:20]([OH:27])(=[O:26])[CH2:21][CH2:22][C:23]([OH:25])=[O:24]. The catalyst is C(OCC)C.O1CCCC1. The product is [CH3:1][CH2:2][C:3]1[CH:8]=[CH:7][C:6]([C:9]([CH:11]([CH2:13][N:14]2[CH2:19][CH2:18][CH2:17][CH2:16][CH2:15]2)[CH3:12])=[O:10])=[CH:5][CH:4]=1.[C:20]([O-:27])(=[O:26])[CH2:21][CH2:22][C:23]([O-:25])=[O:24]. The yield is 0.370.